This data is from Catalyst prediction with 721,799 reactions and 888 catalyst types from USPTO. The task is: Predict which catalyst facilitates the given reaction. Reactant: Br/[CH:2]=[CH:3]/[C:4]1[CH:9]=[CH:8][C:7]([O:10][CH3:11])=[CH:6][C:5]=1[CH3:12].[Li]C(C)(C)C.[CH2:18]([O:25][C:26]1[CH:27]=[C:28]2[C:33](=[CH:34][C:35]=1[O:36][CH3:37])[CH:32]=[N:31][CH2:30][CH2:29]2)[C:19]1[CH:24]=[CH:23][CH:22]=[CH:21][CH:20]=1. Product: [CH2:18]([O:25][C:26]1[CH:27]=[C:28]2[C:33](=[CH:34][C:35]=1[O:36][CH3:37])[CH:32](/[CH:2]=[CH:3]/[C:4]1[CH:9]=[CH:8][C:7]([O:10][CH3:11])=[CH:6][C:5]=1[CH3:12])[NH:31][CH2:30][CH2:29]2)[C:19]1[CH:24]=[CH:23][CH:22]=[CH:21][CH:20]=1. The catalyst class is: 332.